Task: Regression. Given a peptide amino acid sequence and an MHC pseudo amino acid sequence, predict their binding affinity value. This is MHC class II binding data.. Dataset: Peptide-MHC class II binding affinity with 134,281 pairs from IEDB (1) The binding affinity (normalized) is 0.366. The peptide sequence is PFSRIRDGLQYGWKT. The MHC is DRB1_0701 with pseudo-sequence DRB1_0701. (2) The peptide sequence is ERFAVNPGLLETSEGCR. The MHC is DRB3_0202 with pseudo-sequence DRB3_0202. The binding affinity (normalized) is 0.674. (3) The peptide sequence is SQDLELSENLNGLQAY. The MHC is HLA-DQA10301-DQB10302 with pseudo-sequence HLA-DQA10301-DQB10302. The binding affinity (normalized) is 0.364. (4) The peptide sequence is KEAFHGLDVKFHTQA. The MHC is HLA-DQA10201-DQB10303 with pseudo-sequence HLA-DQA10201-DQB10303. The binding affinity (normalized) is 0.238. (5) The peptide sequence is DDYTEYKLTESIDNI. The MHC is HLA-DQA10101-DQB10501 with pseudo-sequence HLA-DQA10101-DQB10501. The binding affinity (normalized) is 0.298. (6) The peptide sequence is PRGVTHDQLNNFRAG. The MHC is HLA-DQA10501-DQB10301 with pseudo-sequence HLA-DQA10501-DQB10301. The binding affinity (normalized) is 0.315.